From a dataset of Peptide-MHC class I binding affinity with 185,985 pairs from IEDB/IMGT. Regression. Given a peptide amino acid sequence and an MHC pseudo amino acid sequence, predict their binding affinity value. This is MHC class I binding data. (1) The peptide sequence is WYNSPSQPLT. The MHC is H-2-Kd with pseudo-sequence H-2-Kd. The binding affinity (normalized) is 0.392. (2) The peptide sequence is CECYDAGCA. The MHC is H-2-Kk with pseudo-sequence H-2-Kk. The binding affinity (normalized) is 0.0929. (3) The peptide sequence is RPVFARLPF. The MHC is HLA-B08:02 with pseudo-sequence HLA-B08:02. The binding affinity (normalized) is 0.0847.